Dataset: Catalyst prediction with 721,799 reactions and 888 catalyst types from USPTO. Task: Predict which catalyst facilitates the given reaction. (1) Reactant: [Br:1][C:2]1[CH:3]=[C:4]([CH:8]=[CH:9][C:10]=1[CH3:11])[C:5]([OH:7])=[O:6].[C:12](Cl)(=O)C(Cl)=O.CN(C)C=O. Product: [Br:1][C:2]1[CH:3]=[C:4]([CH:8]=[CH:9][C:10]=1[CH3:11])[C:5]([O:7][CH3:12])=[O:6]. The catalyst class is: 4. (2) Reactant: [Cl:1][C:2]1[CH:7]=[CH:6][C:5]([CH:8]([NH2:20])[C:9]([C:13]2[CH:18]=[CH:17][C:16]([Cl:19])=[CH:15][CH:14]=2)([NH2:12])[CH2:10][CH3:11])=[CH:4][CH:3]=1.[CH:21]([O:24][C:25]1[CH:34]=[C:33](OC)[CH:32]=[CH:31][C:26]=1[C:27](OC)=O)([CH3:23])C.C[Al](C)C.[C:41]([Cl:44])(Cl)=[O:42]. Product: [C:5]([C:33]1[CH:32]=[CH:31][C:26]([C:27]2[NH:20][CH:8]([C:5]3[CH:6]=[CH:7][C:2]([Cl:1])=[CH:3][CH:4]=3)[C:9]([C:13]3[CH:14]=[CH:15][C:16]([Cl:19])=[CH:17][CH:18]=3)([CH2:10][CH3:11])[N:12]=2)=[C:25]([O:24][CH2:21][CH3:23])[CH:34]=1)([CH3:8])([CH3:6])[CH3:4].[C:5]([C:33]1[CH:32]=[CH:31][C:26]([C:27]2[N:20]([C:41]([Cl:44])=[O:42])[CH:8]([C:5]3[CH:6]=[CH:7][C:2]([Cl:1])=[CH:3][CH:4]=3)[C:9]([C:13]3[CH:14]=[CH:15][C:16]([Cl:19])=[CH:17][CH:18]=3)([CH2:10][CH3:11])[N:12]=2)=[C:25]([O:24][CH2:21][CH3:23])[CH:34]=1)([CH3:8])([CH3:6])[CH3:4]. The catalyst class is: 66. (3) Reactant: C(OC(=O)[NH:7][C:8]1[S:9][C:10]([C:34]2[CH:39]=[CH:38][CH:37]=[CH:36][N:35]=2)=[CH:11][C:12]=1[C:13]([N:15]1[CH2:20][CH2:19][CH:18]([N:21]2[CH2:33][CH2:32][CH2:31][C:23]3([C:27](=[O:28])[O:26][C:25]([CH3:30])([CH3:29])[CH2:24]3)[CH2:22]2)[CH2:17][CH2:16]1)=[O:14])(C)(C)C.C(=O)([O-])O.[Na+]. Product: [NH2:7][C:8]1[S:9][C:10]([C:34]2[CH:39]=[CH:38][CH:37]=[CH:36][N:35]=2)=[CH:11][C:12]=1[C:13]([N:15]1[CH2:20][CH2:19][CH:18]([N:21]2[CH2:33][CH2:32][CH2:31][C:23]3([C:27](=[O:28])[O:26][C:25]([CH3:30])([CH3:29])[CH2:24]3)[CH2:22]2)[CH2:17][CH2:16]1)=[O:14]. The catalyst class is: 55. (4) Reactant: [C:1]1([C:7]2[CH:8]=[C:9]([S:13]([C:16]3[CH:24]=[CH:23][C:22]4[N:21]([CH3:25])[C:20]5[CH2:26][CH:27]6[NH:31][CH:30]([C:19]=5[C:18]=4[C:17]=3C(OCCCC)=O)[CH2:29][CH2:28]6)(=[O:15])=[O:14])[CH:10]=[CH:11][CH:12]=2)[CH:6]=[CH:5][CH:4]=[CH:3][CH:2]=1.[ClH:39]. Product: [ClH:39].[C:1]1([C:7]2[CH:8]=[C:9]([S:13]([C:16]3[CH:17]=[C:18]4[C:22](=[CH:23][CH:24]=3)[N:21]([CH3:25])[C:20]3[CH2:26][CH:27]5[NH:31][CH:30]([C:19]4=3)[CH2:29][CH2:28]5)(=[O:14])=[O:15])[CH:10]=[CH:11][CH:12]=2)[CH:2]=[CH:3][CH:4]=[CH:5][CH:6]=1. The catalyst class is: 8. (5) Reactant: C([NH:8][C:9]1[C:18]2[C:13](=[CH:14][CH:15]=[C:16]([O:19][CH3:20])[N:17]=2)[N:12]=[CH:11][C:10]=1[OH:21])C1C=CC=CC=1. Product: [NH2:8][C:9]1[C:18]2[C:13](=[CH:14][CH:15]=[C:16]([O:19][CH3:20])[N:17]=2)[N:12]=[CH:11][C:10]=1[OH:21]. The catalyst class is: 293. (6) Reactant: COCCN(S(F)(F)F)CCOC.O[CH2:15][C@H:16]([NH:21][C:22]([C@H:24]1[CH2:28][CH2:27][CH2:26][N:25]1[C:29]([O:31][CH2:32][C:33]1[CH:38]=[CH:37][CH:36]=[CH:35][CH:34]=1)=[O:30])=[O:23])[C:17]([O:19][CH3:20])=[O:18].BrC(Cl)(Cl)Cl.C1CCN2C(=NCCC2)CC1. Product: [CH2:32]([O:31][C:29]([N:25]1[CH2:26][CH2:27][CH2:28][C@@H:24]1[C:22]1[O:23][CH:15]=[C:16]([C:17]([O:19][CH3:20])=[O:18])[N:21]=1)=[O:30])[C:33]1[CH:38]=[CH:37][CH:36]=[CH:35][CH:34]=1. The catalyst class is: 2.